Dataset: Peptide-MHC class I binding affinity with 185,985 pairs from IEDB/IMGT. Task: Regression. Given a peptide amino acid sequence and an MHC pseudo amino acid sequence, predict their binding affinity value. This is MHC class I binding data. The peptide sequence is TTILGLLPM. The binding affinity (normalized) is 0.244. The MHC is HLA-B57:01 with pseudo-sequence HLA-B57:01.